Dataset: Catalyst prediction with 721,799 reactions and 888 catalyst types from USPTO. Task: Predict which catalyst facilitates the given reaction. (1) Reactant: [S:1]1[C:5]2[CH:6]=[CH:7][C:8](B3OC(C)(C)C(C)(C)O3)=[CH:9][C:4]=2[N:3]=[CH:2]1.C1(P(C2C=CC=CC=2)C2C=CC=CC=2)C=CC=CC=1.[CH2:38]([O:40][C:41](=[O:77])[CH2:42][CH2:43][CH2:44][O:45][C:46]1[CH:51]=[CH:50][CH:49]=[C:48]([CH2:52][CH2:53][CH2:54][CH2:55][CH2:56][CH2:57][O:58][C:59]2[CH:64]=[C:63]([S:65]([CH3:68])(=[O:67])=[O:66])[CH:62]=[C:61](I)[CH:60]=2)[C:47]=1[CH2:70][CH2:71][C:72]([O:74][CH2:75][CH3:76])=[O:73])[CH3:39].P([O-])([O-])([O-])=O.[K+].[K+].[K+]. Product: [CH2:38]([O:40][C:41](=[O:77])[CH2:42][CH2:43][CH2:44][O:45][C:46]1[CH:51]=[CH:50][CH:49]=[C:48]([CH2:52][CH2:53][CH2:54][CH2:55][CH2:56][CH2:57][O:58][C:59]2[CH:64]=[C:63]([S:65]([CH3:68])(=[O:67])=[O:66])[CH:62]=[C:61]([C:8]3[CH:7]=[CH:6][C:5]4[S:1][CH:2]=[N:3][C:4]=4[CH:9]=3)[CH:60]=2)[C:47]=1[CH2:70][CH2:71][C:72]([O:74][CH2:75][CH3:76])=[O:73])[CH3:39]. The catalyst class is: 708. (2) Reactant: [C:1]1([CH2:7][CH2:8][CH2:9][C:10]2[NH:14][CH:13]=[N:12][CH:11]=2)[CH:6]=[CH:5][CH:4]=[CH:3][CH:2]=1.CC([O-])(C)C.[K+].Br[CH2:22][C:23]([O:25][CH2:26][CH3:27])=[O:24].O. Product: [CH2:26]([O:25][C:23](=[O:24])[CH2:22][N:14]1[C:10]([CH2:9][CH2:8][CH2:7][C:1]2[CH:2]=[CH:3][CH:4]=[CH:5][CH:6]=2)=[CH:11][N:12]=[CH:13]1)[CH3:27].[CH2:26]([O:25][C:23](=[O:24])[CH2:22][N:12]1[CH:11]=[C:10]([CH2:9][CH2:8][CH2:7][C:1]2[CH:2]=[CH:3][CH:4]=[CH:5][CH:6]=2)[N:14]=[CH:13]1)[CH3:27]. The catalyst class is: 49. (3) Reactant: [C:1]1([C:10]2[CH:15]=[CH:14][CH:13]=[CH:12][CH:11]=2)[CH:6]=[CH:5][CH:4]=[CH:3][C:2]=1[CH2:7][C:8]#[N:9].[H-].[Na+].[Cl:18][C:19]1[N:20]=[N:21][C:22](Cl)=[CH:23][CH:24]=1. Product: [C:1]1([C:10]2[CH:15]=[CH:14][CH:13]=[CH:12][CH:11]=2)[CH:6]=[CH:5][CH:4]=[CH:3][C:2]=1[CH:7]([C:22]1[N:21]=[N:20][C:19]([Cl:18])=[CH:24][CH:23]=1)[C:8]#[N:9]. The catalyst class is: 217. (4) Reactant: [O:1]=[C:2]1[C:7]([NH:8][CH2:9][CH2:10][C:11]2[CH:16]=[CH:15][CH:14]=[CH:13][N:12]=2)=[N:6][CH:5]=[CH:4][N:3]1[CH2:17][CH2:18][O:19][C:20](=[O:22])[CH3:21].[Cl:23]N1C(=O)CCC1=O. Product: [Cl:23][C:4]1[N:3]([CH2:17][CH2:18][O:19][C:20](=[O:22])[CH3:21])[C:2](=[O:1])[C:7]([NH:8][CH2:9][CH2:10][C:11]2[CH:16]=[CH:15][CH:14]=[CH:13][N:12]=2)=[N:6][CH:5]=1. The catalyst class is: 26. (5) Reactant: [H-].[Na+].[C:3]1([C:9]2[CH:10]=[CH:11][C:12]([C:21](=[N:23][OH:24])[CH3:22])=[N:13][C:14]=2[C:15]2[CH:20]=[CH:19][CH:18]=[CH:17][CH:16]=2)[CH:8]=[CH:7][CH:6]=[CH:5][CH:4]=1.[CH3:25]I. Product: [CH3:25][O:24][N:23]=[C:21]([C:12]1[CH:11]=[CH:10][C:9]([C:3]2[CH:4]=[CH:5][CH:6]=[CH:7][CH:8]=2)=[C:14]([C:15]2[CH:16]=[CH:17][CH:18]=[CH:19][CH:20]=2)[N:13]=1)[CH3:22]. The catalyst class is: 1. (6) Reactant: C(N(C(C)C)CC)(C)C.[F:10][C:11]1[CH:16]=[CH:15][C:14]([C:17]2[C:22]([CH2:23][OH:24])=[C:21]([CH:25]([CH3:27])[CH3:26])[N:20]=[C:19]([N:28]([CH3:33])[S:29]([CH3:32])(=[O:31])=[O:30])[N:18]=2)=[CH:13][CH:12]=1.CC1C=CN=C(N)C=1C.[P:43](Cl)([O:52][C:53]1[CH:58]=[CH:57][CH:56]=[CH:55][CH:54]=1)([O:45][C:46]1[CH:51]=[CH:50][CH:49]=[CH:48][CH:47]=1)=[O:44]. Product: [P:43]([O:45][C:46]1[CH:47]=[CH:48][CH:49]=[CH:50][CH:51]=1)([O:52][C:53]1[CH:54]=[CH:55][CH:56]=[CH:57][CH:58]=1)([O:24][CH2:23][C:22]1[C:17]([C:14]2[CH:15]=[CH:16][C:11]([F:10])=[CH:12][CH:13]=2)=[N:18][C:19]([N:28]([CH3:33])[S:29]([CH3:32])(=[O:31])=[O:30])=[N:20][C:21]=1[CH:25]([CH3:27])[CH3:26])=[O:44]. The catalyst class is: 4. (7) Reactant: C(Cl)Cl.[F-].[Cs+].[N:6]1[C:15]2[C:10](=[CH:11][CH:12]=[CH:13][CH:14]=2)[C:9](B(O)O)=[CH:8][CH:7]=1.Br[C:20]1[C:21]([CH:42]2[CH2:44][CH2:43]2)=[N:22][C:23]([N:28]2[CH2:33][CH2:32][N:31]([C:34]([CH:36]3[CH2:38][CH2:37]3)=[O:35])[C@H:30]([CH:39]3[CH2:41][CH2:40]3)[CH2:29]2)=[C:24]([CH:27]=1)[C:25]#[N:26].O1CCO[CH2:47][CH2:46]1. Product: [CH:36]1([C:34]([N:31]2[CH2:32][CH2:33][N:28]([C:23]3[N:22]=[C:21]([CH:42]4[CH2:44][CH2:43]4)[C:20]([C:9]4[C:10]5[C:15](=[CH:14][CH:13]=[CH:12][CH:11]=5)[N:6]=[C:7]([CH:46]=[CH2:47])[CH:8]=4)=[CH:27][C:24]=3[C:25]#[N:26])[CH2:29][C@H:30]2[CH:39]2[CH2:41][CH2:40]2)=[O:35])[CH2:38][CH2:37]1. The catalyst class is: 263. (8) Reactant: [N:1]1[CH:6]=[CH:5][CH:4]=[CH:3][C:2]=1[CH2:7][CH2:8][CH2:9][OH:10].C[N+]1([O-])CCOCC1. Product: [N:1]1[CH:6]=[CH:5][CH:4]=[CH:3][C:2]=1[CH2:7][CH2:8][CH:9]=[O:10]. The catalyst class is: 862.